From a dataset of Full USPTO retrosynthesis dataset with 1.9M reactions from patents (1976-2016). Predict the reactants needed to synthesize the given product. (1) Given the product [CH2:10]([C:2]1[O:6][C:5]([CH:7]=[O:8])=[CH:4][CH:3]=1)[C:11]1[CH:16]=[CH:15][CH:14]=[CH:13][CH:12]=1, predict the reactants needed to synthesize it. The reactants are: Br[C:2]1[O:6][C:5]([CH:7]=[O:8])=[CH:4][CH:3]=1.[Br-].[CH2:10]([Zn+])[C:11]1[CH:16]=[CH:15][CH:14]=[CH:13][CH:12]=1. (2) Given the product [CH2:1]([O:8][C:9]1[CH:14]=[CH:13][C:12]([N:15]([CH3:54])[C:16]([C:18]2[CH:19]=[C:20]([C:25]3[CH:26]=[C:27]4[C:31](=[CH:32][C:33]=3[C:34]([N:36]3[C@H:45]([CH3:46])[CH2:44][C:43]5[C:38](=[CH:39][CH:40]=[CH:41][CH:42]=5)[CH2:37]3)=[O:35])[CH2:30][NH:29][CH2:28]4)[N:21]([CH3:24])[C:22]=2[CH3:23])=[O:17])=[CH:11][CH:10]=1)[C:2]1[CH:3]=[CH:4][CH:5]=[CH:6][CH:7]=1, predict the reactants needed to synthesize it. The reactants are: [CH2:1]([O:8][C:9]1[CH:14]=[CH:13][C:12]([N:15]([CH3:54])[C:16]([C:18]2[CH:19]=[C:20]([C:25]3[CH:26]=[C:27]4[C:31](=[CH:32][C:33]=3[C:34]([N:36]3[C@H:45]([CH3:46])[CH2:44][C:43]5[C:38](=[CH:39][CH:40]=[CH:41][CH:42]=5)[CH2:37]3)=[O:35])[CH2:30][N:29](C(OC(C)(C)C)=O)[CH2:28]4)[N:21]([CH3:24])[C:22]=2[CH3:23])=[O:17])=[CH:11][CH:10]=1)[C:2]1[CH:7]=[CH:6][CH:5]=[CH:4][CH:3]=1.FC(F)(F)C(O)=O. (3) Given the product [O:1]=[C:2]1[CH2:3][CH2:4][CH2:5][N:6]([C:9]([O:11][C:12]([CH3:15])([CH3:14])[CH3:13])=[O:10])[CH2:7][CH2:8]1, predict the reactants needed to synthesize it. The reactants are: [O:1]=[C:2]1[CH2:8][CH2:7][N:6]([C:9]([O:11][C:12]([CH3:15])([CH3:14])[CH3:13])=[O:10])[CH2:5][CH2:4][CH:3]1C(OCC)=O.C(=O)([O-])[O-].[K+].[K+]. (4) The reactants are: Cl[C:2]1[C:3]([CH:5]=[C:6]([NH:10][C:11]2[C:20]3[C:15](=[CH:16][C:17]([O:23][CH2:24][CH2:25][O:26][CH3:27])=[C:18]([O:21][CH3:22])[CH:19]=3)[N:14]=[CH:13][N:12]=2)[C:7](=[O:9])[CH:8]=1)=[O:4].Cl.N1C=CC=CC=1.[OH:35][CH:36]1[CH2:40][CH2:39][N:38]([CH3:41])[CH2:37]1. Given the product [CH3:22][O:21][C:18]1[CH:19]=[C:20]2[C:15](=[CH:16][C:17]=1[O:23][CH2:24][CH2:25][O:26][CH3:27])[N:14]=[CH:13][N:12]=[C:11]2[NH:10][C:6]1[C:7]([CH:8]=[C:2]([O:35][CH:36]2[CH2:40][CH2:39][N:38]([CH3:41])[CH2:37]2)[C:3](=[O:4])[CH:5]=1)=[O:9], predict the reactants needed to synthesize it. (5) Given the product [CH3:11][O:12][C:13]1[N:14]=[C:15]2[C:20](=[CH:21][CH:22]=1)[N:19]=[CH:18][CH:17]=[C:16]2[N:8]1[CH2:9][CH2:10][CH:6]([N:4]([CH3:5])[C:1](=[O:3])[CH3:2])[CH2:7]1, predict the reactants needed to synthesize it. The reactants are: [C:1]([N:4]([CH:6]1[CH2:10][CH2:9][NH:8][CH2:7]1)[CH3:5])(=[O:3])[CH3:2].[CH3:11][O:12][C:13]1[N:14]=[C:15]2[C:20](=[CH:21][CH:22]=1)[N:19]=[CH:18][CH:17]=[C:16]2OS(C(F)(F)F)(=O)=O.C(N(CC)CC)C. (6) Given the product [NH2:11][C:9]1[CH:8]=[N:7][N:6]([C:2]([CH3:5])([CH3:1])[CH2:3][OH:4])[CH:10]=1, predict the reactants needed to synthesize it. The reactants are: [CH3:1][C:2]([N:6]1[CH:10]=[C:9]([N+:11]([O-])=O)[CH:8]=[N:7]1)([CH3:5])[CH2:3][OH:4].